This data is from Forward reaction prediction with 1.9M reactions from USPTO patents (1976-2016). The task is: Predict the product of the given reaction. (1) Given the reactants [NH:1]1[CH:5]=[CH:4][N:3]=[N:2]1.[I-].[Na+].[OH-].[Na+].Cl[CH2:11][CH2:12][C:13]1[CH:18]=[CH:17][CH:16]=[CH:15][CH:14]=1, predict the reaction product. The product is: [C:13]1([CH2:12][CH2:11][N:1]2[CH:5]=[CH:4][N:3]=[N:2]2)[CH:18]=[CH:17][CH:16]=[CH:15][CH:14]=1. (2) Given the reactants [NH2:1][C:2]1[CH:22]=[CH:21][C:5]2[N:6]([C:15]3[CH:20]=[CH:19][CH:18]=[CH:17][CH:16]=3)[C:7]([C:9]3[CH:14]=[CH:13][CH:12]=[CH:11][CH:10]=3)=[N:8][C:4]=2[CH:3]=1.[Cl:23][C:24]1[CH:29]=[CH:28][C:27]([S:30](Cl)(=[O:32])=[O:31])=[CH:26][CH:25]=1, predict the reaction product. The product is: [Cl:23][C:24]1[CH:29]=[CH:28][C:27]([S:30]([NH:1][C:2]2[CH:22]=[CH:21][C:5]3[N:6]([C:15]4[CH:16]=[CH:17][CH:18]=[CH:19][CH:20]=4)[C:7]([C:9]4[CH:14]=[CH:13][CH:12]=[CH:11][CH:10]=4)=[N:8][C:4]=3[CH:3]=2)(=[O:32])=[O:31])=[CH:26][CH:25]=1.